This data is from Reaction yield outcomes from USPTO patents with 853,638 reactions. The task is: Predict the reaction yield, written as a fraction of the theoretical maximum amount of product (1.0 means a 100% yield; for example, 0.34 means a 34% yield). (1) The reactants are [Cl:1][C:2]1[CH:3]=[C:4]([C:8]#[C:9][C:10]2[NH:11][O:12][CH:13]3[NH:17][CH2:16][CH2:15][C:14]=23)[CH:5]=[CH:6][CH:7]=1.C(N(CC)CC)C.Cl[C:26]([O:28][CH2:29][CH2:30][CH:31]([CH3:33])[CH3:32])=[O:27].O. The catalyst is C(Cl)Cl. The product is [CH3:32][CH:31]([CH3:33])[CH2:30][CH2:29][O:28][C:26]([N:17]1[CH:13]2[CH:14]([C:10]([C:9]#[C:8][C:4]3[CH:5]=[CH:6][CH:7]=[C:2]([Cl:1])[CH:3]=3)=[N:11][O:12]2)[CH2:15][CH2:16]1)=[O:27]. The yield is 0.890. (2) The reactants are [Br:1][C:2]1[CH:3]=[C:4]([C:8]([OH:10])=[O:9])[S:5][C:6]=1[CH3:7].[CH3:11]O. The catalyst is OS(O)(=O)=O. The product is [Br:1][C:2]1[CH:3]=[C:4]([C:8]([O:10][CH3:11])=[O:9])[S:5][C:6]=1[CH3:7]. The yield is 0.940. (3) The reactants are Cl.[F:2][C:3]1[CH:10]=[CH:9][CH:8]=[C:7]([O:11][CH2:12][CH:13]2[CH2:18][CH2:17][NH:16][CH2:15][CH2:14]2)[C:4]=1[C:5]#[N:6].[I:19][C:20]1[CH:28]=[CH:27][C:23]([C:24](Cl)=[O:25])=[CH:22][CH:21]=1.C(N(CC)CC)C. No catalyst specified. The product is [I:19][C:20]1[CH:28]=[CH:27][C:23]([C:24]([N:16]2[CH2:17][CH2:18][CH:13]([CH2:12][O:11][C:7]3[CH:8]=[CH:9][CH:10]=[C:3]([F:2])[C:4]=3[C:5]#[N:6])[CH2:14][CH2:15]2)=[O:25])=[CH:22][CH:21]=1. The yield is 0.840. (4) The reactants are [NH2:1][C:2]1[CH:10]=[CH:9][C:8]([N+:11]([O-:13])=[O:12])=[CH:7][C:3]=1[C:4]([NH2:6])=[O:5].[OH:14][C:15]1[C:22]([CH3:23])=[CH:21][C:18]([CH:19]=O)=[CH:17][C:16]=1[CH3:24].S(=O)(O)[O-].[Na+].O.C1(C)C=CC(S(O)(=O)=O)=CC=1. The catalyst is O.CN(C)C(=O)C. The product is [OH:14][C:15]1[C:22]([CH3:23])=[CH:21][C:18]([C:19]2[NH:6][C:4](=[O:5])[C:3]3[C:2](=[CH:10][CH:9]=[C:8]([N+:11]([O-:13])=[O:12])[CH:7]=3)[N:1]=2)=[CH:17][C:16]=1[CH3:24]. The yield is 0.190. (5) The product is [Cl:1][C:2]1[CH:3]=[C:4]([CH:9]2[CH2:13][N:12]([C:14]([CH:16]3[CH2:21][CH2:20][N:19]([CH2:41][C:40]([F:42])=[CH2:39])[CH2:18][CH2:17]3)=[O:15])[CH2:11][CH:10]2[N:22]([CH3:37])[C:23](=[O:36])[C:24]2[CH:29]=[CH:28][C:27]([O:30][CH3:31])=[C:26]([C:32]([F:33])([F:34])[F:35])[CH:25]=2)[CH:5]=[CH:6][C:7]=1[Cl:8]. The reactants are [Cl:1][C:2]1[CH:3]=[C:4]([CH:9]2[CH2:13][N:12]([C:14]([CH:16]3[CH2:21][CH2:20][NH:19][CH2:18][CH2:17]3)=[O:15])[CH2:11][CH:10]2[N:22]([CH3:37])[C:23](=[O:36])[C:24]2[CH:29]=[CH:28][C:27]([O:30][CH3:31])=[C:26]([C:32]([F:35])([F:34])[F:33])[CH:25]=2)[CH:5]=[CH:6][C:7]=1[Cl:8].Cl[CH2:39][C:40]([F:42])=[CH2:41]. The yield is 0.470. The catalyst is C1COCC1.C(OCC)(=O)C. (6) The reactants are [N:1]([C@@H:4]1[CH2:13][C:12]2[C:7](=[CH:8][CH:9]=[CH:10][CH:11]=2)[CH2:6][C@H:5]1[OH:14])=[N+]=[N-]. The catalyst is CO.[Pd]. The product is [NH2:1][C@@H:4]1[CH2:13][C:12]2[C:7](=[CH:8][CH:9]=[CH:10][CH:11]=2)[CH2:6][C@H:5]1[OH:14]. The yield is 0.720. (7) The reactants are [F:1][CH2:2][CH:3]1[CH2:8][NH:7][CH2:6][CH2:5][N:4]1[CH3:9].Br[C:11]1[CH:12]=[CH:13][C:14]([N+:17]([O-:19])=[O:18])=[N:15][CH:16]=1.C(=O)([O-])[O-].[Cs+].[Cs+].CC1(C)C2C(=C(P(C3C=CC=CC=3)C3C=CC=CC=3)C=CC=2)OC2C(P(C3C=CC=CC=3)C3C=CC=CC=3)=CC=CC1=2. The catalyst is C1C=CC(/C=C/C(/C=C/C2C=CC=CC=2)=O)=CC=1.C1C=CC(/C=C/C(/C=C/C2C=CC=CC=2)=O)=CC=1.C1C=CC(/C=C/C(/C=C/C2C=CC=CC=2)=O)=CC=1.[Pd].[Pd].O1CCOCC1. The product is [F:1][CH2:2][CH:3]1[CH2:8][N:7]([C:11]2[CH:16]=[N:15][C:14]([N+:17]([O-:19])=[O:18])=[CH:13][CH:12]=2)[CH2:6][CH2:5][N:4]1[CH3:9]. The yield is 0.760.